From a dataset of Catalyst prediction with 721,799 reactions and 888 catalyst types from USPTO. Predict which catalyst facilitates the given reaction. Reactant: [CH3:1][N:2]1[CH2:7][CH2:6][CH:5]([C:8]([OH:10])=O)[CH2:4][CH2:3]1.F[P-](F)(F)(F)(F)F.[N:18]1(O[P+](N(C)C)(N(C)C)N(C)C)[C:22]2C=CC=CC=2N=N1.[NH2:38][C:39]1[CH:44]=[C:43]([O:45][C:46]2[CH:51]=[CH:50][C:49](CN)=[C:48]([N+:54]([O-:56])=[O:55])[CH:47]=2)[CH:42]=[CH:41][N:40]=1. Product: [CH3:1][N:2]1[CH2:3][CH2:4][CH:5]([C:8]([NH:38][C:39]2[CH:44]=[C:43]([O:45][C:46]3[CH:51]=[CH:50][C:49]([NH:18][CH3:22])=[C:48]([N+:54]([O-:56])=[O:55])[CH:47]=3)[CH:42]=[CH:41][N:40]=2)=[O:10])[CH2:6][CH2:7]1. The catalyst class is: 9.